From a dataset of Forward reaction prediction with 1.9M reactions from USPTO patents (1976-2016). Predict the product of the given reaction. The product is: [CH2:7]([O:28][C:24]1[C:25]([CH3:27])=[N:26][C:21]([Br:20])=[C:22]([CH3:30])[C:23]=1[CH3:29])[C:8]1[CH:13]=[CH:12][CH:11]=[CH:10][CH:9]=1. Given the reactants C([O-])([O-])=O.[K+].[K+].[CH2:7](Cl)[C:8]1[CH:13]=[CH:12][CH:11]=[CH:10][CH:9]=1.CN(C=O)C.[Br:20][C:21]1[N:26]=[C:25]([CH3:27])[C:24]([OH:28])=[C:23]([CH3:29])[C:22]=1[CH3:30], predict the reaction product.